Dataset: Forward reaction prediction with 1.9M reactions from USPTO patents (1976-2016). Task: Predict the product of the given reaction. (1) Given the reactants [OH-].[Na+].[Cl:3][C:4]1[CH:9]=[CH:8][CH:7]=[C:6]([Cl:10])[C:5]=1[C:11]1[C:15]([CH2:16][O:17][C:18]2[CH:23]=[CH:22][C:21]([C:24]3[CH:25]=[C:26]4[C:31](=[CH:32][CH:33]=3)[N:30]=[C:29]([C:34]([O:36]CC)=[O:35])[CH:28]=[CH:27]4)=[CH:20][C:19]=2[CH3:39])=[C:14]([CH:40]([CH3:42])[CH3:41])[O:13][N:12]=1.Cl.O, predict the reaction product. The product is: [Cl:10][C:6]1[CH:7]=[CH:8][CH:9]=[C:4]([Cl:3])[C:5]=1[C:11]1[C:15]([CH2:16][O:17][C:18]2[CH:23]=[CH:22][C:21]([C:24]3[CH:25]=[C:26]4[C:31](=[CH:32][CH:33]=3)[N:30]=[C:29]([C:34]([OH:36])=[O:35])[CH:28]=[CH:27]4)=[CH:20][C:19]=2[CH3:39])=[C:14]([CH:40]([CH3:42])[CH3:41])[O:13][N:12]=1. (2) Given the reactants [Cl:1][C:2]1[CH:7]=[C:6]([C:8]#[C:9][C:10]2[N:11]=[C:12]([CH3:22])[N:13]([C:15]3[N:20]=[CH:19][NH:18][C:17](=[O:21])[CH:16]=3)[CH:14]=2)[CH:5]=[CH:4][N:3]=1.CI.[C:25](=O)([O-])[O-].[K+].[K+], predict the reaction product. The product is: [Cl:1][C:2]1[CH:7]=[C:6]([C:8]#[C:9][C:10]2[N:11]=[C:12]([CH3:22])[N:13]([C:15]3[N:20]=[CH:19][N:18]([CH3:25])[C:17](=[O:21])[CH:16]=3)[CH:14]=2)[CH:5]=[CH:4][N:3]=1. (3) Given the reactants C[O:2][C:3]1[N:4]=[N:5][C:6]([S:9]([C:12]2[S:13][C:14]3[CH:21]=[CH:20][C:19]([Cl:22])=[CH:18][C:15]=3[C:16]=2[CH3:17])(=[O:11])=[O:10])=[CH:7][CH:8]=1.Cl, predict the reaction product. The product is: [Cl:22][C:19]1[CH:20]=[CH:21][C:14]2[S:13][C:12]([S:9]([C:6]3[CH:7]=[CH:8][C:3](=[O:2])[NH:4][N:5]=3)(=[O:11])=[O:10])=[C:16]([CH3:17])[C:15]=2[CH:18]=1. (4) Given the reactants [OH:1][C:2]1[N:10]=[C:9]2[C:5]([N:6]=[CH:7][N:8]2[CH:11]2[CH2:15][CH2:14][CH2:13][O:12]2)=[C:4]([NH2:16])[N:3]=1.C(N(CC)CC)C.[CH3:24][N:25]([CH3:29])[C:26](Cl)=[O:27], predict the reaction product. The product is: [CH3:24][N:25]([CH3:29])[C:26](=[O:27])[O:1][C:2]1[N:10]=[C:9]2[C:5]([N:6]=[CH:7][N:8]2[CH:11]2[CH2:15][CH2:14][CH2:13][O:12]2)=[C:4]([NH2:16])[N:3]=1. (5) Given the reactants [Na].[CH3:2][C:3]1([CH3:11])[CH2:8][C:7](=[O:9])[O:6][C:5](=[O:10])[CH2:4]1.C(OCC)C.Cl.[CH3:18][OH:19], predict the reaction product. The product is: [CH3:18][O:19][C:7](=[O:9])[CH2:8][C:3]([CH3:11])([CH3:2])[CH2:4][C:5]([OH:10])=[O:6]. (6) Given the reactants [Cl:1][C:2]1[N:7]=[N:6][C:5]([NH2:8])=[CH:4][C:3]=1[C:9]1[CH:14]=[CH:13][CH:12]=[CH:11][CH:10]=1.Cl[C:16]1N=NC(N)=[C:18](C2C=CC=CC=2)[CH:17]=1.ClCC(=O)C, predict the reaction product. The product is: [Cl:1][C:2]1[C:3]([C:9]2[CH:14]=[CH:13][CH:12]=[CH:11][CH:10]=2)=[CH:4][C:5]2[N:6]([CH:16]=[C:17]([CH3:18])[N:8]=2)[N:7]=1. (7) Given the reactants [CH:1]([C:3]1[CH:10]=[CH:9][C:6]([C:7]#[N:8])=[C:5]([CH3:11])[C:4]=1[OH:12])=[O:2].P([O-])(O)(O)=[O:14].[Na+].Cl([O-])=O.[Na+].C(=O)([O-])[O-].[Na+].[Na+], predict the reaction product. The product is: [C:7]([C:6]1[CH:9]=[CH:10][C:3]([C:1]([OH:14])=[O:2])=[C:4]([OH:12])[C:5]=1[CH3:11])#[N:8]. (8) Given the reactants Cl[C:2]1[N:7]=[C:6]([N:8]2[CH2:13][CH2:12][O:11][CH2:10][CH2:9]2)[N:5]=[C:4]([N:14]2[CH2:19][CH2:18][O:17][CH2:16][CH2:15]2)[N:3]=1.C(=O)([O-])[O-].[Na+].[Na+].[NH2:26][C:27]1[CH:32]=[CH:31][C:30](B2OC(C)(C)C(C)(C)O2)=[CH:29][CH:28]=1, predict the reaction product. The product is: [N:14]1([C:4]2[N:5]=[C:6]([N:8]3[CH2:13][CH2:12][O:11][CH2:10][CH2:9]3)[N:7]=[C:2]([C:30]3[CH:31]=[CH:32][C:27]([NH2:26])=[CH:28][CH:29]=3)[N:3]=2)[CH2:19][CH2:18][O:17][CH2:16][CH2:15]1. (9) Given the reactants [C:1]([C:5]1[CH:9]=[C:8]([NH:10][C:11]([C@@H:13]2[CH2:17][CH2:16][CH2:15][NH:14]2)=[O:12])[O:7][N:6]=1)([CH3:4])([CH3:3])[CH3:2].Cl.[N:19]1([C:25](Cl)=[O:26])[CH2:24][CH2:23][O:22][CH2:21][CH2:20]1.C(N(CC)C(C)C)(C)C, predict the reaction product. The product is: [C:1]([C:5]1[CH:9]=[C:8]([NH:10][C:11]([C@@H:13]2[CH2:17][CH2:16][CH2:15][N:14]2[C:25]([N:19]2[CH2:24][CH2:23][O:22][CH2:21][CH2:20]2)=[O:26])=[O:12])[O:7][N:6]=1)([CH3:4])([CH3:2])[CH3:3].